This data is from Forward reaction prediction with 1.9M reactions from USPTO patents (1976-2016). The task is: Predict the product of the given reaction. Given the reactants [OH:1][C:2]1[CH:7]=[CH:6][C:5]([C:8]([C:10]2[CH:15]=[CH:14][C:13]([OH:16])=[CH:12][CH:11]=2)=O)=[CH:4][CH:3]=1.[C:17]([C:22]1[CH:27]=[CH:26][C:25]([O:28][CH2:29][C:30]([O:32][CH2:33][CH3:34])=[O:31])=[C:24]([O:35][CH3:36])[CH:23]=1)(=O)[CH2:18][CH2:19]C, predict the reaction product. The product is: [CH2:18]([C:17]([C:22]1[CH:27]=[CH:26][C:25]([O:28][CH2:29][C:30]([O:32][CH2:33][CH3:34])=[O:31])=[C:24]([O:35][CH3:36])[CH:23]=1)=[C:8]([C:10]1[CH:15]=[CH:14][C:13]([OH:16])=[CH:12][CH:11]=1)[C:5]1[CH:6]=[CH:7][C:2]([OH:1])=[CH:3][CH:4]=1)[CH3:19].